From a dataset of Forward reaction prediction with 1.9M reactions from USPTO patents (1976-2016). Predict the product of the given reaction. (1) Given the reactants N[C:2]1[S:3][C:4]([C:7]2[CH:12]=[CH:11][N:10]=[CH:9][CH:8]=2)=[N:5][N:6]=1.[Br:13]Br.N([O-])=O.[Na+].[OH-].[Na+], predict the reaction product. The product is: [Br:13][C:2]1[S:3][C:4]([C:7]2[CH:12]=[CH:11][N:10]=[CH:9][CH:8]=2)=[N:5][N:6]=1. (2) Given the reactants [CH:1]1([C:4]2[N:13]=[C:12](NCCNC3C=CC=CC=3)[C:11]3[C:6](=[CH:7][C:8]([O:26][CH3:27])=[C:9]([O:24][CH3:25])[CH:10]=3)[N:5]=2)[CH2:3][CH2:2]1.Cl.[CH3:29][O:30][C:31]1[CH:36]=[CH:35][CH:34]=[CH:33][C:32]=1[N:37]1[CH2:43][CH2:42][CH2:41][NH:40][CH2:39][CH2:38]1.C1(NCCN)C=CC=CC=1, predict the reaction product. The product is: [CH:1]1([C:4]2[N:13]=[C:12]([N:40]3[CH2:41][CH2:42][CH2:43][N:37]([C:32]4[CH:33]=[CH:34][CH:35]=[CH:36][C:31]=4[O:30][CH3:29])[CH2:38][CH2:39]3)[C:11]3[C:6](=[CH:7][C:8]([O:26][CH3:27])=[C:9]([O:24][CH3:25])[CH:10]=3)[N:5]=2)[CH2:3][CH2:2]1. (3) Given the reactants C([O:3][C:4]([C:6]1[CH:10]=[C:9]([CH:11]2[CH2:16][CH2:15][CH2:14][CH2:13][CH2:12]2)[O:8][N:7]=1)=[O:5])C.[OH-].[Na+].Cl, predict the reaction product. The product is: [CH:11]1([C:9]2[O:8][N:7]=[C:6]([C:4]([OH:5])=[O:3])[CH:10]=2)[CH2:12][CH2:13][CH2:14][CH2:15][CH2:16]1. (4) Given the reactants [CH3:1][O:2][CH2:3][C@@H:4]1[C@H:6](/[CH:7]=[CH:8]/[C:9](/[CH3:16])=[CH:10]/[C:11]([O:13][CH2:14][CH3:15])=[O:12])[C@@:5]1([CH3:31])[C:17]1[CH:26]=[CH:25][C:24]2[C:23]([CH3:28])([CH3:27])[CH2:22][CH2:21][C:20]([CH3:30])([CH3:29])[C:19]=2[CH:18]=1.C(OC[C@H]1[C@H](C=O)[C@]1(C)C1C=CC2C(C)(C)CCC(C)(C)C=2C=1)C, predict the reaction product. The product is: [CH3:1][O:2][CH2:3][C@H:4]1[C@H:6](/[CH:7]=[CH:8]/[C:9](/[CH3:16])=[CH:10]/[C:11]([O:13][CH2:14][CH3:15])=[O:12])[C@@:5]1([CH3:31])[C:17]1[CH:26]=[CH:25][C:24]2[C:23]([CH3:28])([CH3:27])[CH2:22][CH2:21][C:20]([CH3:30])([CH3:29])[C:19]=2[CH:18]=1. (5) Given the reactants [NH:1]1[C:5]2[CH:6]=[CH:7][CH:8]=[CH:9][C:4]=2[N:3]=[N:2]1.[C:10]1([CH2:16][CH2:17][CH2:18][NH2:19])[CH:15]=[CH:14][CH:13]=[CH:12][CH:11]=1.[CH2:20]=O, predict the reaction product. The product is: [N:1]1([CH2:20][NH:19][CH2:18][CH2:17][CH2:16][C:10]2[CH:15]=[CH:14][CH:13]=[CH:12][CH:11]=2)[C:5]2[CH:6]=[CH:7][CH:8]=[CH:9][C:4]=2[N:3]=[N:2]1. (6) Given the reactants [NH2:1]C1SC(C(C2C=CC=CC=2)C)=CC=1C#N.[CH3:17][C:18]1[O:22][C:21]([C:23]2[N:24]=[C:25]([NH2:40])[C:26]3[CH:31]=[C:30]([CH:32]([C:34]4[CH:39]=[CH:38][CH:37]=[CH:36][CH:35]=4)[CH3:33])[S:29][C:27]=3[N:28]=2)=CC=1.O1C=CN=C1C#N.CC1OC(C#N)=CC=1, predict the reaction product. The product is: [O:22]1[CH:18]=[CH:17][N:1]=[C:21]1[C:23]1[N:24]=[C:25]([NH2:40])[C:26]2[CH:31]=[C:30]([CH:32]([C:34]3[CH:39]=[CH:38][CH:37]=[CH:36][CH:35]=3)[CH3:33])[S:29][C:27]=2[N:28]=1. (7) The product is: [Cl:23][C:20]1[CH:21]=[CH:37][C:36]([N:32]2[CH:27]=[N:43][CH:42]=[N:31]2)=[C:35]([CH:40]=1)[CH2:34][NH:41][C:17]([C:12]1[CH:13]=[CH:14][C:15]2[C:10]([CH:11]=1)=[N:9][N:8]([CH2:7][CH2:6][N:1]1[CH:5]=[CH:4][CH:3]=[N:2]1)[CH:16]=2)=[O:19]. Given the reactants [N:1]1([CH2:6][CH2:7][N:8]2[CH:16]=[C:15]3[C:10]([CH:11]=[C:12]([C:17]([OH:19])=O)[CH:13]=[CH:14]3)=[N:9]2)[CH:5]=[CH:4][CH:3]=[N:2]1.[CH2:20]([Cl:23])[CH2:21]Cl.C1C=C[C:27]2[N:32](O)[N:31]=NC=2C=1.[CH2:34]([NH2:41])[C:35]1[CH:40]=CC=[CH:37][CH:36]=1.[CH3:42][N:43](C=O)C, predict the reaction product.